This data is from Full USPTO retrosynthesis dataset with 1.9M reactions from patents (1976-2016). The task is: Predict the reactants needed to synthesize the given product. (1) The reactants are: C1(N)C([N+:7]([O-:9])=[O:8])=C(N)C([N+]([O-])=O)=C(N)C=1[N+]([O-])=O.[C:19]1([CH:27]=[C:25]([OH:26])[CH:24]=[C:22]([OH:23])[CH:21]=1)[OH:20].[N:28]([O-:30])=[O:29].[Na+].[N+:32]([O-])([OH:34])=[O:33]. Given the product [N+:7]([C:27]1[C:19]([OH:20])=[C:21]([N+:28]([O-:30])=[O:29])[C:22]([OH:23])=[C:24]([N+:32]([O-:34])=[O:33])[C:25]=1[OH:26])([O-:9])=[O:8], predict the reactants needed to synthesize it. (2) Given the product [C:30]([C:34]1[CH:35]=[CH:36][C:37]([N:40]2[CH2:44][CH2:43][C:42]3([CH2:49][CH2:48][C:47](=[CH:2][O:3][CH3:4])[CH2:46][CH2:45]3)[C:41]2=[O:51])=[CH:38][CH:39]=1)([CH3:32])([CH3:31])[CH3:33], predict the reactants needed to synthesize it. The reactants are: [Cl-].[CH3:2][O:3][CH2:4][P+](C1C=CC=CC=1)(C1C=CC=CC=1)C1C=CC=CC=1.CC(C)([O-])C.[K+].[C:30]([C:34]1[CH:39]=[CH:38][C:37]([N:40]2[CH2:44][CH2:43][C:42]3([CH2:49][CH2:48][C:47](=O)[CH2:46][CH2:45]3)[C:41]2=[O:51])=[CH:36][CH:35]=1)([CH3:33])([CH3:32])[CH3:31]. (3) Given the product [Br:33][CH2:14][C:11]1[CH:10]=[CH:9][C:3]([C:4]([O:6][CH2:7][CH3:8])=[O:5])=[C:2]([F:1])[C:12]=1[F:13], predict the reactants needed to synthesize it. The reactants are: [F:1][C:2]1[C:12]([F:13])=[C:11]([CH3:14])[CH:10]=[CH:9][C:3]=1[C:4]([O:6][CH2:7][CH3:8])=[O:5].C(OOC(=O)C1C=CC=CC=1)(=O)C1C=CC=CC=1.[Br:33]N1C(=O)CCC1=O. (4) Given the product [CH2:32]([O:31][C:29]([N:24]1[CH2:25][CH2:26][C:27]2[N:36]=[CH:34][S:2][C:22]=2[CH2:23]1)=[O:30])[CH3:33], predict the reactants needed to synthesize it. The reactants are: P12(SP3(SP(SP(S3)(S1)=S)(=S)S2)=S)=[S:2].O.C(OCC)C.Cl[CH:22]1[C:27](=O)[CH2:26][CH2:25][N:24]([C:29]([O:31][CH2:32][CH3:33])=[O:30])[CH2:23]1.[CH:34]([NH2:36])=O. (5) Given the product [Cl:25][C:9]1[CH:8]=[N:7][C:6]2[C:11](=[CH:12][C:3]([O:2][CH3:1])=[C:4]([O:14][CH2:15][CH2:16][N:17]3[CH2:22][CH2:21][O:20][CH2:19][CH2:18]3)[CH:5]=2)[N:10]=1, predict the reactants needed to synthesize it. The reactants are: [CH3:1][O:2][C:3]1[CH:12]=[C:11]2[C:6]([N:7]=[CH:8][C:9](=O)[NH:10]2)=[CH:5][C:4]=1[O:14][CH2:15][CH2:16][N:17]1[CH2:22][CH2:21][O:20][CH2:19][CH2:18]1.O=P(Cl)(Cl)[Cl:25].